This data is from Reaction yield outcomes from USPTO patents with 853,638 reactions. The task is: Predict the reaction yield, written as a fraction of the theoretical maximum amount of product (1.0 means a 100% yield; for example, 0.34 means a 34% yield). The reactants are Cl[CH2:2][C:3]1[CH:13]=[CH:12][C:6]2[O:7][C:8]([F:11])([F:10])[O:9][C:5]=2[CH:4]=1.[C-:14]#[N:15].[Na+].O.C(OCCCC)CCC. The catalyst is CS(C)=O. The product is [F:10][C:8]1([F:11])[O:7][C:6]2[CH:12]=[CH:13][C:3]([CH2:2][C:14]#[N:15])=[CH:4][C:5]=2[O:9]1. The yield is 0.950.